Predict the reactants needed to synthesize the given product. From a dataset of Full USPTO retrosynthesis dataset with 1.9M reactions from patents (1976-2016). (1) Given the product [CH:19]([C:8]1[C:7]([O:9][CH3:10])=[CH:6][C:5]([OH:11])=[CH:4][C:3]=1[O:2][CH3:1])=[O:20], predict the reactants needed to synthesize it. The reactants are: [CH3:1][O:2][C:3]1[CH:4]=[C:5]([OH:11])[CH:6]=[C:7]([O:9][CH3:10])[CH:8]=1.P(Cl)(Cl)(Cl)=O.CN(C)[CH:19]=[O:20]. (2) Given the product [C:31]1([NH:30][C:2]2[O:3][CH:4]=[C:5]([C:7]([N:9]3[CH2:14][CH2:13][N:12]([C:15]([O:17][C:18]([CH3:21])([CH3:20])[CH3:19])=[O:16])[CH2:11][CH:10]3[CH2:22][O:23][C:24]3[CH:25]=[N:26][CH:27]=[CH:28][CH:29]=3)=[O:8])[N:6]=2)[CH:36]=[CH:35][CH:34]=[CH:33][CH:32]=1, predict the reactants needed to synthesize it. The reactants are: Cl[C:2]1[O:3][CH:4]=[C:5]([C:7]([N:9]2[CH2:14][CH2:13][N:12]([C:15]([O:17][C:18]([CH3:21])([CH3:20])[CH3:19])=[O:16])[CH2:11][CH:10]2[CH2:22][O:23][C:24]2[CH:25]=[N:26][CH:27]=[CH:28][CH:29]=2)=[O:8])[N:6]=1.[NH2:30][C:31]1[CH:36]=[CH:35][CH:34]=[CH:33][CH:32]=1.C(=O)([O-])[O-].[K+].[K+]. (3) Given the product [Br:27][C:28]1[C:33]([C:34]([F:37])([F:35])[F:36])=[CH:32][C:31]([NH:38][C:39](=[O:44])[C:40]([F:41])([F:42])[F:43])=[C:30]([C:45]2[N:9]([CH:6]3[CH2:7][CH2:8][O:3][CH2:4][CH2:5]3)[N:10]=[CH:47][CH:46]=2)[CH:29]=1, predict the reactants needed to synthesize it. The reactants are: Cl.Cl.[O:3]1[CH2:8][CH2:7][CH:6]([NH:9][NH2:10])[CH2:5][CH2:4]1.CN1CCCC1=O.CCN(C(C)C)C(C)C.[Br:27][C:28]1[C:33]([C:34]([F:37])([F:36])[F:35])=[CH:32][C:31]([NH:38][C:39](=[O:44])[C:40]([F:43])([F:42])[F:41])=[C:30]([C:45](=O)/[CH:46]=[CH:47]/N(C)C)[CH:29]=1. (4) Given the product [C:32]([NH:31][C:27]1[CH:26]=[C:25]2[C:30](=[CH:29][CH:28]=1)[N:22]([C:2]1[N:7]=[CH:6][C:5]([O:8][CH:9]3[CH2:14][CH2:13][N:12]([C:15]([O:17][C:18]([CH3:21])([CH3:20])[CH3:19])=[O:16])[CH2:11][CH2:10]3)=[CH:4][CH:3]=1)[CH:23]=[CH:24]2)(=[O:37])[C:33]([CH3:36])([CH3:35])[CH3:34], predict the reactants needed to synthesize it. The reactants are: Cl[C:2]1[N:7]=[CH:6][C:5]([O:8][CH:9]2[CH2:14][CH2:13][N:12]([C:15]([O:17][C:18]([CH3:21])([CH3:20])[CH3:19])=[O:16])[CH2:11][CH2:10]2)=[CH:4][CH:3]=1.[NH:22]1[C:30]2[C:25](=[CH:26][C:27]([NH:31][C:32](=[O:37])[C:33]([CH3:36])([CH3:35])[CH3:34])=[CH:28][CH:29]=2)[CH:24]=[CH:23]1.